This data is from Full USPTO retrosynthesis dataset with 1.9M reactions from patents (1976-2016). The task is: Predict the reactants needed to synthesize the given product. (1) The reactants are: Cl[CH:2]([C:14]1[CH:19]=[CH:18][CH:17]=[CH:16][CH:15]=1)[C:3]([C:5]1[C:13]2[C:8](=[CH:9][CH:10]=[CH:11][CH:12]=2)[NH:7][CH:6]=1)=[O:4].[CH3:20][N:21]([CH3:34])[CH2:22][CH2:23][O:24][C:25]1[CH:26]=[C:27]([CH:29]=[C:30]([O:32][CH3:33])[CH:31]=1)[NH2:28]. Given the product [CH3:34][N:21]([CH3:20])[CH2:22][CH2:23][O:24][C:25]1[CH:26]=[C:27]([NH:28][CH:2]([C:14]2[CH:19]=[CH:18][CH:17]=[CH:16][CH:15]=2)[C:3]([C:5]2[C:13]3[C:8](=[CH:9][CH:10]=[CH:11][CH:12]=3)[NH:7][CH:6]=2)=[O:4])[CH:29]=[C:30]([O:32][CH3:33])[CH:31]=1, predict the reactants needed to synthesize it. (2) Given the product [Cl:1][C:2]1[CH:3]=[C:4]([C@@H:12]([CH2:22][CH:23]2[CH2:24][CH2:25][CH2:26][CH2:27]2)[C:13]([NH:15][C:16]2[CH:20]=[CH:19][N:18]([CH2:21][CH2:41][C:35]3[CH:40]=[CH:39][CH:38]=[CH:37][CH:36]=3)[N:17]=2)=[O:14])[CH:5]=[CH:6][C:7]=1[S:8]([CH3:11])(=[O:10])=[O:9], predict the reactants needed to synthesize it. The reactants are: [Cl:1][C:2]1[CH:3]=[C:4]([C@@H:12]([CH2:22][CH:23]2[CH2:27][CH2:26][CH2:25][CH2:24]2)[C:13]([NH:15][C:16]2[CH:20]=[CH:19][N:18]([CH3:21])[N:17]=2)=[O:14])[CH:5]=[CH:6][C:7]=1[S:8]([CH3:11])(=[O:10])=[O:9].C(Cl)(=O)C(Cl)=O.N1[C:39]([CH3:40])=[CH:38][CH:37]=[CH:36][C:35]=1[CH3:41].C(N1C=CC(N)=N1)CC1C=CC=CC=1. (3) The reactants are: [Si:1]([O:18][CH2:19][CH2:20][C:21]1[C:22](=[O:38])[N:23]([C:27]2[CH:32]=[CH:31][C:30]([N+:33]([O-])=O)=[CH:29][C:28]=2[O:36][CH3:37])[CH:24]=[CH:25][CH:26]=1)([C:14]([CH3:17])([CH3:16])[CH3:15])([C:8]1[CH:13]=[CH:12][CH:11]=[CH:10][CH:9]=1)[C:2]1[CH:7]=[CH:6][CH:5]=[CH:4][CH:3]=1.C([O-])=O.[NH4+]. Given the product [NH2:33][C:30]1[CH:31]=[CH:32][C:27]([N:23]2[CH:24]=[CH:25][CH:26]=[C:21]([CH2:20][CH2:19][O:18][Si:1]([C:14]([CH3:15])([CH3:16])[CH3:17])([C:2]3[CH:7]=[CH:6][CH:5]=[CH:4][CH:3]=3)[C:8]3[CH:13]=[CH:12][CH:11]=[CH:10][CH:9]=3)[C:22]2=[O:38])=[C:28]([O:36][CH3:37])[CH:29]=1, predict the reactants needed to synthesize it. (4) Given the product [CH2:1]([O:8][C:9]1[CH:14]=[CH:13][N:12]([CH2:17][C:18](=[O:19])[C:20]2[CH:36]=[CH:35][C:23]3[CH2:24][CH2:25][N:26]([C:29](=[O:34])[C:30]([F:33])([F:31])[F:32])[CH2:27][CH2:28][C:22]=3[CH:21]=2)[C:11](=[O:15])[CH:10]=1)[C:2]1[CH:3]=[CH:4][CH:5]=[CH:6][CH:7]=1, predict the reactants needed to synthesize it. The reactants are: [CH2:1]([O:8][C:9]1[CH:14]=[CH:13][NH:12][C:11](=[O:15])[CH:10]=1)[C:2]1[CH:7]=[CH:6][CH:5]=[CH:4][CH:3]=1.Cl[CH2:17][C:18]([C:20]1[CH:36]=[CH:35][C:23]2[CH2:24][CH2:25][N:26]([C:29](=[O:34])[C:30]([F:33])([F:32])[F:31])[CH2:27][CH2:28][C:22]=2[CH:21]=1)=[O:19]. (5) Given the product [Cl:27][C:23]1[CH:22]=[C:21]2[C:26](=[CH:25][CH:24]=1)[N:18]([CH2:17][C:16]1[CH:37]=[CH:38][C:13]([N:12]3[CH2:10][CH2:9][CH2:8][CH2:7]3)=[CH:14][C:15]=1[O:39][CH3:40])[C:19](=[O:36])[C:20]2([C:29]1[CH:34]=[CH:33][CH:32]=[CH:31][C:30]=1[Cl:35])[CH3:28], predict the reactants needed to synthesize it. The reactants are: C(=O)(O)[O-].[Na+].Br[CH2:7][CH2:8][CH2:9][CH2:10]Br.[NH2:12][C:13]1[CH:38]=[CH:37][C:16]([CH2:17][N:18]2[C:26]3[C:21](=[CH:22][C:23]([Cl:27])=[CH:24][CH:25]=3)[C:20]([C:29]3[CH:34]=[CH:33][CH:32]=[CH:31][C:30]=3[Cl:35])([CH3:28])[C:19]2=[O:36])=[C:15]([O:39][CH3:40])[CH:14]=1.Cl. (6) Given the product [Cl:9][C:10]1[CH:11]=[C:12]([NH:17][C:18]2[C:27]3[C:22](=[CH:23][C:24]([O:34][CH2:35][CH2:36][N:37]4[CH2:38][CH2:39][N:40]([CH2:48][C@@H:49]5[O:53][C:52](=[O:54])[CH2:51][CH2:50]5)[CH2:41][CH2:42]4)=[C:25]([O:28][CH:29]4[CH2:30][CH2:31][CH2:32][CH2:33]4)[CH:26]=3)[N:21]=[CH:20][N:19]=2)[CH:13]=[CH:14][C:15]=1[F:16], predict the reactants needed to synthesize it. The reactants are: C(=O)([O-])[O-].[K+].[K+].[I-].[Na+].[Cl:9][C:10]1[CH:11]=[C:12]([NH:17][C:18]2[C:27]3[C:22](=[CH:23][C:24]([O:34][CH2:35][CH2:36][N:37]4[CH2:42][CH2:41][NH:40][CH2:39][CH2:38]4)=[C:25]([O:28][CH:29]4[CH2:33][CH2:32][CH2:31][CH2:30]4)[CH:26]=3)[N:21]=[CH:20][N:19]=2)[CH:13]=[CH:14][C:15]=1[F:16].CS(O[CH2:48][C@@H:49]1[O:53][C:52](=[O:54])[CH2:51][CH2:50]1)(=O)=O. (7) Given the product [Br:1][C:2]1[CH:20]=[CH:19][C:5]2[NH:6][C:7](=[O:18])[CH2:8][C:9]3[CH:14]=[N:13][C:12]([N:22]([CH3:21])[C:23]4[CH:28]=[CH:27][CH:26]=[CH:25][CH:24]=4)=[N:11][C:10]=3[C:4]=2[CH:3]=1, predict the reactants needed to synthesize it. The reactants are: [Br:1][C:2]1[CH:20]=[CH:19][C:5]2[NH:6][C:7](=[O:18])[CH2:8][C:9]3[CH:14]=[N:13][C:12](S(C)=O)=[N:11][C:10]=3[C:4]=2[CH:3]=1.[CH3:21][NH:22][C:23]1[CH:28]=[CH:27][CH:26]=[CH:25][CH:24]=1. (8) Given the product [Cl:1][C:2]1[N:7]=[C:6]([N:12]2[CH2:11][CH2:10][N:9]([C:15]([O:17][C:18]([CH3:21])([CH3:20])[CH3:19])=[O:16])[CH2:14][CH2:13]2)[CH:5]=[CH:4][N:3]=1, predict the reactants needed to synthesize it. The reactants are: [Cl:1][C:2]1[N:7]=[C:6](Cl)[CH:5]=[CH:4][N:3]=1.[N:9]1([C:15]([O:17][C:18]([CH3:21])([CH3:20])[CH3:19])=[O:16])[CH2:14][CH2:13][NH:12][CH2:11][CH2:10]1.C(N(CC)CC)C.CN(C)C=O. (9) The reactants are: [CH3:1]I.[CH3:3][C:4]([N+:18]([O-:20])=[O:19])([CH3:17])[CH2:5][C:6]1[N:7]=[C:8]([C:11]2[CH:16]=[CH:15][CH:14]=[CH:13][CH:12]=2)[NH:9][CH:10]=1.[OH-].[K+]. Given the product [CH3:1][N:9]1[CH:10]=[C:6]([CH2:5][C:4]([CH3:3])([N+:18]([O-:20])=[O:19])[CH3:17])[N:7]=[C:8]1[C:11]1[CH:16]=[CH:15][CH:14]=[CH:13][CH:12]=1, predict the reactants needed to synthesize it.